This data is from Full USPTO retrosynthesis dataset with 1.9M reactions from patents (1976-2016). The task is: Predict the reactants needed to synthesize the given product. (1) Given the product [Cl:1][CH2:2][C:3]([NH:5][C:6]([CH:9]1[CH2:14][CH2:13][CH:12]([C:15]2[S:16][C:17]([C:20]3[CH:25]=[CH:24][C:23]([NH:26][C:27]([NH:29][C:30]4[CH:35]=[CH:34][C:33]([F:37])=[CH:32][C:31]=4[F:38])=[O:28])=[CH:22][CH:21]=3)=[CH:18][N:19]=2)[CH2:11][CH2:10]1)([CH3:8])[CH3:7])=[O:4], predict the reactants needed to synthesize it. The reactants are: [Cl:1][CH2:2][C:3]([NH:5][C:6]([CH:9]1[CH2:14][CH2:13][CH:12]([C:15]2[S:16][C:17]([C:20]3[CH:25]=[CH:24][C:23]([NH:26][C:27]([NH:29][C:30]4[CH:35]=[C:34](F)[C:33]([F:37])=[CH:32][C:31]=4[F:38])=[O:28])=[CH:22][CH:21]=3)=[CH:18][N:19]=2)[CH2:11][CH2:10]1)([CH3:8])[CH3:7])=[O:4].FC1C=C(F)C=CC=1NC(NC1C=CC(C2SC(C3CCC(C(O)(C)C)CC3)=NC=2)=CC=1)=O.ClCC#N. (2) The reactants are: [CH:10]1(N=C=N[CH:10]2[CH2:15][CH2:14][CH2:13][CH2:12][CH2:11]2)[CH2:15][CH2:14][CH2:13][CH2:12][CH2:11]1.C1([C@@H](O)COC[C:26]2[CH:31]=[CH:30][C:29](/[CH:32]=[CH:33]/[C:34]3[CH:39]=[CH:38][C:37](OCCCCCC)=[CH:36][CH:35]=3)=[CH:28][CH:27]=2)C=CC=CC=1.[C:48]([O:52][CH2:53][CH2:54][CH2:55][CH2:56][CH2:57][CH2:58][O:59][C:60]1[CH:68]=[CH:67][C:63]([C:64]([OH:66])=[O:65])=[CH:62][CH:61]=1)(=[O:51])[CH:49]=[CH2:50]. Given the product [C:34]1([C:33]2([CH2:53][O:52][CH2:48][CH2:49][O:65][C:64](=[O:66])[C:63]3[CH:62]=[CH:61][C:60]([O:59][CH2:58][CH2:57][CH2:56][CH2:55][CH2:54][CH2:53][O:52][C:48](=[O:51])[CH:49]=[CH2:50])=[CH:68][CH:67]=3)[CH:32]=[CH:29][CH:30]=[CH:31][CH:26]2[CH:27]=[CH:28][C:10]2[CH:11]=[CH:12][C:13]([O:59][CH2:60][CH2:61][CH2:62][CH2:63][CH2:67][CH3:68])=[CH:14][CH:15]=2)[CH:35]=[CH:36][CH:37]=[CH:38][CH:39]=1, predict the reactants needed to synthesize it. (3) Given the product [OH:40][CH2:39][C:38]([NH:37][C:14](=[O:16])[CH:13]([NH:12][C:10](=[O:11])[O:9][C:5]([CH3:7])([CH3:8])[CH3:6])[C:17]1[CH:22]=[CH:21][CH:20]=[C:19]([C:23]([F:26])([F:25])[F:24])[CH:18]=1)([CH3:42])[CH3:41], predict the reactants needed to synthesize it. The reactants are: C(Cl)CCl.[C:5]([O:9][C:10]([NH:12][CH:13]([C:17]1[CH:22]=[CH:21][CH:20]=[C:19]([C:23]([F:26])([F:25])[F:24])[CH:18]=1)[C:14]([OH:16])=O)=[O:11])([CH3:8])([CH3:7])[CH3:6].C1C=CC2N(O)N=NC=2C=1.[NH2:37][C:38]([CH3:42])([CH3:41])[CH2:39][OH:40]. (4) The reactants are: I[C:2]1[CH:3]=[C:4]([OH:8])[CH:5]=[CH:6][CH:7]=1.O[C:10]1[CH:11]=[C:12]([C:16]#[CH:17])[CH:13]=[CH:14][CH:15]=1. Given the product [C:12]1([C:16]#[C:17][C:2]2[CH:3]=[C:4]([OH:8])[CH:5]=[CH:6][CH:7]=2)[CH:13]=[CH:14][CH:15]=[CH:10][CH:11]=1, predict the reactants needed to synthesize it. (5) Given the product [CH3:24][C:21]1([CH3:25])[O:20][CH:19]([CH2:18][N:11]([C:12]2[CH:17]=[CH:16][CH:15]=[CH:14][CH:13]=2)[S:8]([C:5]2[CH:6]=[N:7][C:2]([NH:27][NH2:28])=[CH:3][CH:4]=2)(=[O:10])=[O:9])[CH2:23][O:22]1, predict the reactants needed to synthesize it. The reactants are: Cl[C:2]1[N:7]=[CH:6][C:5]([S:8]([N:11]([CH2:18][CH:19]2[CH2:23][O:22][C:21]([CH3:25])([CH3:24])[O:20]2)[C:12]2[CH:17]=[CH:16][CH:15]=[CH:14][CH:13]=2)(=[O:10])=[O:9])=[CH:4][CH:3]=1.O.[NH2:27][NH2:28].